Predict which catalyst facilitates the given reaction. From a dataset of Catalyst prediction with 721,799 reactions and 888 catalyst types from USPTO. Reactant: FC(F)(F)C(O)=O.[NH2:8][CH:9]([CH2:14][C:15]1[CH:20]=[CH:19][C:18]([O:21][CH2:22][CH2:23][N:24]2[C:28]3[CH:29]=[CH:30][C:31]([C:33](=[O:40])[C:34]4[CH:39]=[CH:38][CH:37]=[CH:36][CH:35]=4)=[CH:32][C:27]=3[S:26][C:25]2=[O:41])=[CH:17][CH:16]=1)[C:10]([O:12][CH3:13])=[O:11].C(N(CC)CC)C.Cl[C:50]([O:52][C:53]1[CH:58]=[CH:57][CH:56]=[CH:55][CH:54]=1)=[O:51]. Product: [C:33]([C:31]1[CH:30]=[CH:29][C:28]2[N:24]([CH2:23][CH2:22][O:21][C:18]3[CH:17]=[CH:16][C:15]([CH2:14][CH:9]([NH:8][C:50]([O:52][C:53]4[CH:58]=[CH:57][CH:56]=[CH:55][CH:54]=4)=[O:51])[C:10]([O:12][CH3:13])=[O:11])=[CH:20][CH:19]=3)[C:25](=[O:41])[S:26][C:27]=2[CH:32]=1)(=[O:40])[C:34]1[CH:35]=[CH:36][CH:37]=[CH:38][CH:39]=1. The catalyst class is: 13.